This data is from Forward reaction prediction with 1.9M reactions from USPTO patents (1976-2016). The task is: Predict the product of the given reaction. (1) Given the reactants [CH3:1][O:2][C:3](=[O:27])[C:4]1[CH:9]=[CH:8][C:7]([C:10]([C:17]2[NH:25][C:20]3=[N:21][CH:22]=[CH:23][CH:24]=[C:19]3[CH:18]=2)=[CH:11][CH:12]2[CH2:16][CH2:15][CH2:14][CH2:13]2)=[C:6]([F:26])[CH:5]=1, predict the reaction product. The product is: [CH3:1][O:2][C:3](=[O:27])[C:4]1[CH:9]=[CH:8][C:7]([CH:10]([C:17]2[NH:25][C:20]3=[N:21][CH:22]=[CH:23][CH:24]=[C:19]3[CH:18]=2)[CH2:11][CH:12]2[CH2:16][CH2:15][CH2:14][CH2:13]2)=[C:6]([F:26])[CH:5]=1. (2) Given the reactants [NH2:1][C:2]1[O:6][N:5]=[C:4]([CH3:7])[C:3]=1[Br:8].[H-].[Na+].[C:11]([C:15]1[CH:20]=[CH:19][C:18]([S:21](Cl)(=[O:23])=[O:22])=[CH:17][CH:16]=1)([CH3:14])([CH3:13])[CH3:12].Cl, predict the reaction product. The product is: [C:11]([C:15]1[CH:20]=[CH:19][C:18]([S:21]([NH:1][C:2]2[O:6][N:5]=[C:4]([CH3:7])[C:3]=2[Br:8])(=[O:23])=[O:22])=[CH:17][CH:16]=1)([CH3:14])([CH3:12])[CH3:13]. (3) Given the reactants [I:1][C:2]1[C:10]2[C:5](=[N:6][CH:7]=[N:8][C:9]=2[NH2:11])[NH:4][N:3]=1.[CH:12]1([CH2:15]O)[CH2:14][CH2:13]1.C1(P(C2C=CC=CC=2)C2C=CC=CC=2)C=CC=CC=1.CCOC(/N=N/C(OCC)=O)=O, predict the reaction product. The product is: [CH:12]1([CH2:15][N:4]2[C:5]3=[N:6][CH:7]=[N:8][C:9]([NH2:11])=[C:10]3[C:2]([I:1])=[N:3]2)[CH2:14][CH2:13]1.